Dataset: Full USPTO retrosynthesis dataset with 1.9M reactions from patents (1976-2016). Task: Predict the reactants needed to synthesize the given product. The reactants are: Cl.C(OC([NH:9][C@H:10]([C:12]1[NH:13][CH:14]=[C:15]([C:17]2[CH:18]=[C:19]3[C:24](=[CH:25][CH:26]=2)[CH:23]=[C:22]([C:27]2[CH:32]=[CH:31][C:30]([C:33]4[N:34]=[C:35]([C@@H:38]([NH:40]C(=O)OC(C)(C)C)[CH3:39])[NH:36][CH:37]=4)=[CH:29][CH:28]=2)[CH:21]=[CH:20]3)[N:16]=1)[CH3:11])=O)(C)(C)C. Given the product [NH2:9][C@H:10]([C:12]1[NH:13][CH:14]=[C:15]([C:17]2[CH:18]=[C:19]3[C:24](=[CH:25][CH:26]=2)[CH:23]=[C:22]([C:27]2[CH:28]=[CH:29][C:30]([C:33]4[N:34]=[C:35]([C@@H:38]([NH2:40])[CH3:39])[NH:36][CH:37]=4)=[CH:31][CH:32]=2)[CH:21]=[CH:20]3)[N:16]=1)[CH3:11], predict the reactants needed to synthesize it.